Predict the product of the given reaction. From a dataset of Forward reaction prediction with 1.9M reactions from USPTO patents (1976-2016). (1) Given the reactants [CH:1]([N:4]1[C:8]([C:9]2[CH:10]=[C:11]([NH2:17])[CH:12]=[CH:13][C:14]=2[O:15][CH3:16])=[CH:7][CH:6]=[N:5]1)([CH3:3])[CH3:2].[Cl:18][C:19]1[CH:24]=[CH:23][C:22]([N:25]=[C:26]=[O:27])=[CH:21][CH:20]=1, predict the reaction product. The product is: [Cl:18][C:19]1[CH:24]=[CH:23][C:22]([NH:25][C:26]([NH:17][C:11]2[CH:12]=[CH:13][C:14]([O:15][CH3:16])=[C:9]([C:8]3[N:4]([CH:1]([CH3:3])[CH3:2])[N:5]=[CH:6][CH:7]=3)[CH:10]=2)=[O:27])=[CH:21][CH:20]=1. (2) Given the reactants [C:1]([O:5][C:6](=[O:28])[C:7]1[CH:12]=[CH:11][C:10]([CH2:13][N:14]([C:17](=[O:27])[CH:18]=[C:19]2[C:23](=O)[O:22]C(C)(C)[O:20]2)[O:15][CH3:16])=[CH:9][CH:8]=1)([CH3:4])([CH3:3])[CH3:2].[CH3:29][S:30]([NH2:33])(=[O:32])=[O:31], predict the reaction product. The product is: [C:1]([O:5][C:6](=[O:28])[C:7]1[CH:12]=[CH:11][C:10]([CH2:13][N:14]([C:17](=[O:27])[CH:18]=[C:19]([OH:20])[C:23]([NH:33][S:30]([CH3:29])(=[O:32])=[O:31])=[O:22])[O:15][CH3:16])=[CH:9][CH:8]=1)([CH3:4])([CH3:3])[CH3:2].